Dataset: Reaction yield outcomes from USPTO patents with 853,638 reactions. Task: Predict the reaction yield, written as a fraction of the theoretical maximum amount of product (1.0 means a 100% yield; for example, 0.34 means a 34% yield). (1) The reactants are [CH:1]([C:4]1[CH:28]=[CH:27][C:7]([CH2:8][C:9]2[C:10]([CH3:26])=[C:11]([NH:18][C:19](=[O:25])[CH2:20][C:21]([CH3:24])([CH3:23])[CH3:22])[C:12]([CH3:17])=[CH:13][C:14]=2[O:15]C)=[CH:6][CH:5]=1)([CH3:3])[CH3:2].B(Br)(Br)Br.C(=O)([O-])O.[Na+]. The catalyst is ClCCl. The product is [CH:1]([C:4]1[CH:28]=[CH:27][C:7]([CH2:8][C:9]2[C:10]([CH3:26])=[C:11]([NH:18][C:19](=[O:25])[CH2:20][C:21]([CH3:22])([CH3:24])[CH3:23])[C:12]([CH3:17])=[CH:13][C:14]=2[OH:15])=[CH:6][CH:5]=1)([CH3:3])[CH3:2]. The yield is 0.970. (2) The reactants are [Cl:1][C:2]1[CH:3]=[C:4]([CH:7]=[CH:8][CH:9]=1)[NH:5][CH3:6].C(=O)([O-])[O-].[Na+].[Na+].Br[CH2:17][C:18]([O:20][CH2:21][CH3:22])=[O:19]. The product is [CH2:21]([O:20][C:18](=[O:19])[CH2:17][N:5]([C:4]1[CH:7]=[CH:8][CH:9]=[C:2]([Cl:1])[CH:3]=1)[CH3:6])[CH3:22]. The yield is 0.640. The catalyst is C(O)C.CCOCC. (3) The product is [C:3]([NH:8][CH2:9][CH2:10][CH2:11][CH2:12][CH2:13][CH2:14][CH2:15][CH2:16][CH2:17][CH2:18][C:19]([O-:21])=[O:20])(=[O:7])[C:4]([CH3:6])=[CH2:5].[Na+:22].[C:23]([NH:27][C:28]([CH3:35])([CH3:34])[CH2:29][S:30]([OH:33])(=[O:31])=[O:32])(=[O:26])[CH:24]=[CH2:25]. The reactants are CO.[C:3]([NH:8][CH2:9][CH2:10][CH2:11][CH2:12][CH2:13][CH2:14][CH2:15][CH2:16][CH2:17][CH2:18][C:19]([O-:21])=[O:20])(=[O:7])[C:4]([CH3:6])=[CH2:5].[Na+:22].[C:23]([NH:27][C:28]([CH3:35])([CH3:34])[CH2:29][S:30]([OH:33])(=[O:32])=[O:31])(=[O:26])[CH:24]=[CH2:25].[OH-].[Na+]. The yield is 0.537. The catalyst is N(C(C)(C)C#N)=NC(C)(C)C#N.CCOCC.O. (4) The reactants are [C:1]([S@@:5]([NH:7][C@H:8]([C:12]1([C:17]([O:19]CC)=O)[S:16][CH2:15][CH2:14][S:13]1)[CH2:9][CH2:10][CH3:11])=[O:6])([CH3:4])([CH3:3])[CH3:2].[CH3:22][NH2:23].C(O)C. No catalyst specified. The product is [C:1]([S@@:5]([NH:7][C@H:8]([C:12]1([C:17]([NH:23][CH3:22])=[O:19])[S:16][CH2:15][CH2:14][S:13]1)[CH2:9][CH2:10][CH3:11])=[O:6])([CH3:4])([CH3:3])[CH3:2]. The yield is 0.980. (5) The reactants are [NH2:1][C@@H:2]1[C:11]2[C:6](=[CH:7][CH:8]=[CH:9][CH:10]=2)[C@H:5]([OH:12])[CH2:4][CH2:3]1.[H-].[Na+].F[C:16]1[CH:17]=[CH:18][C:19]2[N:20]([C:22]([N:25]3[CH2:31][CH2:30][CH2:29][N:28]([CH3:32])[CH2:27][CH2:26]3)=[N:23][N:24]=2)[CH:21]=1. The catalyst is CN(C=O)C.O. The product is [CH3:32][N:28]1[CH2:29][CH2:30][CH2:31][N:25]([C:22]2[N:20]3[CH:21]=[C:16]([O:12][C@H:5]4[C:6]5[C:11](=[CH:10][CH:9]=[CH:8][CH:7]=5)[C@@H:2]([NH2:1])[CH2:3][CH2:4]4)[CH:17]=[CH:18][C:19]3=[N:24][N:23]=2)[CH2:26][CH2:27]1. The yield is 0.410. (6) The reactants are [N:1]1[CH:6]=[CH:5][CH:4]=[CH:3][C:2]=1[C:7]1[N:11]=[C:10]([C:12]2[CH:13]=[N:14][CH:15]=[C:16](Br)[CH:17]=2)[O:9][N:8]=1.[O:19]1[CH:23]=[CH:22][C:21](B(O)O)=[CH:20]1.C(=O)([O-])[O-].[Na+].[Na+]. The catalyst is C1C=CC([P]([Pd]([P](C2C=CC=CC=2)(C2C=CC=CC=2)C2C=CC=CC=2)([P](C2C=CC=CC=2)(C2C=CC=CC=2)C2C=CC=CC=2)[P](C2C=CC=CC=2)(C2C=CC=CC=2)C2C=CC=CC=2)(C2C=CC=CC=2)C2C=CC=CC=2)=CC=1.COCCOC. The product is [N:1]1[CH:6]=[CH:5][CH:4]=[CH:3][C:2]=1[C:7]1[N:11]=[C:10]([C:12]2[CH:13]=[N:14][CH:15]=[C:16]([C:21]3[CH:22]=[CH:23][O:19][CH:20]=3)[CH:17]=2)[O:9][N:8]=1. The yield is 0.320.